From a dataset of Forward reaction prediction with 1.9M reactions from USPTO patents (1976-2016). Predict the product of the given reaction. (1) Given the reactants [C:1]([O:4][CH2:5][C:6]1([C:9]2[CH:14]=[CH:13][C:12]([C:15]3[CH:16]=[C:17]4[C:21](=[CH:22][C:23]=3[Cl:24])[NH:20][C:19]([Cl:25])=[CH:18]4)=[CH:11][CH:10]=2)[CH2:8][CH2:7]1)(=[O:3])[CH3:2].[H-].[Na+].Cl[CH2:29][O:30][CH2:31][CH2:32][Si:33]([CH3:36])([CH3:35])[CH3:34], predict the reaction product. The product is: [C:1]([O:4][CH2:5][C:6]1([C:9]2[CH:14]=[CH:13][C:12]([C:15]3[CH:16]=[C:17]4[C:21](=[CH:22][C:23]=3[Cl:24])[N:20]([CH2:29][O:30][CH2:31][CH2:32][Si:33]([CH3:36])([CH3:35])[CH3:34])[C:19]([Cl:25])=[CH:18]4)=[CH:11][CH:10]=2)[CH2:8][CH2:7]1)(=[O:3])[CH3:2]. (2) Given the reactants [Cl:1][C:2]1[CH:24]=[C:23]([CH3:25])[C:5]([O:6][C:7]2[C:12]([O:13]C)=[C:11]([C:15](=[O:21])[CH:16]([CH2:19][CH3:20])[CH2:17][CH3:18])[CH:10]=[C:9]([CH3:22])[N:8]=2)=[C:4]([CH3:26])[CH:3]=1.B(Br)(Br)Br.B(Cl)(Cl)Cl, predict the reaction product. The product is: [Cl:1][C:2]1[CH:24]=[C:23]([CH3:25])[C:5]([O:6][C:7]2[C:12]([OH:13])=[C:11]([C:15](=[O:21])[CH:16]([CH2:17][CH3:18])[CH2:19][CH3:20])[CH:10]=[C:9]([CH3:22])[N:8]=2)=[C:4]([CH3:26])[CH:3]=1. (3) Given the reactants [SH:1][C:2]1[CH:7]=[CH:6][N:5]=[CH:4][CH:3]=1.Cl[C:9]1[CH:14]=[CH:13][C:12]([N+:15]([O-:17])=[O:16])=[CH:11][C:10]=1[Cl:18], predict the reaction product. The product is: [Cl:18][C:10]1[CH:11]=[C:12]([N+:15]([O-:17])=[O:16])[CH:13]=[CH:14][C:9]=1[S:1][C:2]1[CH:7]=[CH:6][N:5]=[CH:4][CH:3]=1. (4) Given the reactants C([Li])CCC.[CH3:6][N:7]([CH3:16])[S:8]([N:11]1[CH:15]=[CH:14][N:13]=[CH:12]1)(=[O:10])=[O:9].Cl[Si:18]([CH2:23][CH3:24])([CH2:21][CH3:22])[CH2:19][CH3:20].[Cl:25][C:26]1[CH:51]=[CH:50][C:29]([C:30]([C:32]2[CH:33]=[C:34]3[C:39](=[CH:40][CH:41]=2)[N:38]([CH3:42])[C:37](=[O:43])[CH:36]=[C:35]3[C:44]2[CH:49]=[CH:48][CH:47]=[CH:46][CH:45]=2)=[O:31])=[CH:28][CH:27]=1, predict the reaction product. The product is: [Cl:25][C:26]1[CH:27]=[CH:28][C:29]([C:30]([C:32]2[CH:33]=[C:34]3[C:39](=[CH:40][CH:41]=2)[N:38]([CH3:42])[C:37](=[O:43])[CH:36]=[C:35]3[C:44]2[CH:49]=[CH:48][CH:47]=[CH:46][CH:45]=2)([OH:31])[C:14]2[N:13]=[C:12]([Si:18]([CH2:23][CH3:24])([CH2:21][CH3:22])[CH2:19][CH3:20])[N:11]([S:8]([N:7]([CH3:16])[CH3:6])(=[O:9])=[O:10])[CH:15]=2)=[CH:50][CH:51]=1. (5) Given the reactants [Cl:1][C:2]1[CH:3]=[C:4]([N:10]2[CH:22]([CH:23]3[CH2:27][CH2:26][CH2:25][CH2:24]3)[CH:21]3[C:12]([C:13]4[CH:14]=[CH:15][C:16]([C:28]([OH:30])=O)=[N:17][C:18]=4[CH2:19][CH2:20]3)=[N:11]2)[CH:5]=[CH:6][C:7]=1[C:8]#[N:9].[OH:31][C@H:32]1[CH2:36][CH2:35][NH:34][CH2:33]1.CCN(C(C)C)C(C)C.CN(C(ON1N=NC2C=CC=NC1=2)=[N+](C)C)C.F[P-](F)(F)(F)(F)F, predict the reaction product. The product is: [Cl:1][C:2]1[CH:3]=[C:4]([N:10]2[CH:22]([CH:23]3[CH2:27][CH2:26][CH2:25][CH2:24]3)[CH:21]3[C:12]([C:13]4[CH:14]=[CH:15][C:16]([C:28]([N:34]5[CH2:35][CH2:36][C@H:32]([OH:31])[CH2:33]5)=[O:30])=[N:17][C:18]=4[CH2:19][CH2:20]3)=[N:11]2)[CH:5]=[CH:6][C:7]=1[C:8]#[N:9].